From a dataset of Forward reaction prediction with 1.9M reactions from USPTO patents (1976-2016). Predict the product of the given reaction. (1) Given the reactants [CH:1]1([N:6]2[CH2:12][C:11]([F:14])([F:13])[C:10](=[O:15])[N:9]([CH3:16])[C:8]3[CH:17]=[N:18][C:19]([NH:21][C:22]4[C:30]([O:31][CH3:32])=[CH:29][C:25]([C:26](O)=[O:27])=[C:24]([F:33])[CH:23]=4)=[N:20][C:7]2=3)[CH2:5][CH2:4][CH2:3][CH2:2]1.[NH2:34][C@@H:35]1[CH2:40][CH2:39][CH2:38][N:37](C(OC(C)(C)C)=O)[CH2:36]1.C(O)(C(F)(F)F)=O, predict the reaction product. The product is: [CH:1]1([N:6]2[CH2:12][C:11]([F:14])([F:13])[C:10](=[O:15])[N:9]([CH3:16])[C:8]3[CH:17]=[N:18][C:19]([NH:21][C:22]4[C:30]([O:31][CH3:32])=[CH:29][C:25]([C:26]([NH:34][C@@H:35]5[CH2:40][CH2:39][CH2:38][NH:37][CH2:36]5)=[O:27])=[C:24]([F:33])[CH:23]=4)=[N:20][C:7]2=3)[CH2:5][CH2:4][CH2:3][CH2:2]1. (2) Given the reactants Cl.[NH:2]([C:4]1[N:9]=[C:8]([NH2:10])[N:7]=[C:6]([NH2:11])[C:5]=1[N:12]=O)[NH2:3].C(O[CH:17](OCC)[CH2:18][Cl:19])C, predict the reaction product. The product is: [Cl:19][CH2:18][C:17]1[N:3]=[N:2][C:4]2[C:5](=[C:6]([NH2:11])[N:7]=[C:8]([NH2:10])[N:9]=2)[N:12]=1. (3) The product is: [CH3:1][O:2][C:3]1[CH:4]=[CH:5][C:6]([O:9][CH2:12][O:13][CH3:14])=[CH:7][N:8]=1. Given the reactants [CH3:1][O:2][C:3]1[N:8]=[CH:7][C:6]([OH:9])=[CH:5][CH:4]=1.[H-].[Na+].[CH3:12][O:13][CH2:14]Cl, predict the reaction product. (4) Given the reactants Cl[C:2]1[NH:3][C:4](=[O:12])[C:5]2[CH:10]=[CH:9][N:8]([CH3:11])[C:6]=2[N:7]=1.Cl.[F:14][C:15]1[CH:20]=[CH:19][C:18]([CH:21]2[CH2:26][CH2:25][NH:24][CH2:23][CH2:22]2)=[CH:17][CH:16]=1.C(N(CC)C(C)C)(C)C, predict the reaction product. The product is: [F:14][C:15]1[CH:20]=[CH:19][C:18]([CH:21]2[CH2:22][CH2:23][N:24]([C:2]3[NH:3][C:4](=[O:12])[C:5]4[CH:10]=[CH:9][N:8]([CH3:11])[C:6]=4[N:7]=3)[CH2:25][CH2:26]2)=[CH:17][CH:16]=1. (5) Given the reactants C(Cl)(=O)C(Cl)=O.[Br:7][C:8]1[CH:9]=[C:10]([CH3:33])[C:11]([N:17]([S:19]([C:22]2[CH:27]=[CH:26][C:25]([O:28][CH2:29][CH2:30][CH2:31][CH3:32])=[CH:24][CH:23]=2)(=[O:21])=[O:20])[CH3:18])=[C:12]([CH:16]=1)[C:13](O)=[O:14].[OH2:34].[NH2:35]O, predict the reaction product. The product is: [Br:7][C:8]1[CH:9]=[C:10]([CH3:33])[C:11]([N:17]([S:19]([C:22]2[CH:27]=[CH:26][C:25]([O:28][CH2:29][CH2:30][CH2:31][CH3:32])=[CH:24][CH:23]=2)(=[O:21])=[O:20])[CH3:18])=[C:12]([CH:16]=1)[C:13]([NH:35][OH:34])=[O:14]. (6) Given the reactants Cl.Cl[CH2:3][C:4]1[N:8]2[CH:9]=[C:10]([CH3:13])[CH:11]=[CH:12][C:7]2=[N:6][C:5]=1[C:14]1[CH:19]=[CH:18][C:17]([CH3:20])=[CH:16][CH:15]=1.[S:21]1[CH:25]=[CH:24][CH:23]=[C:22]1[SH:26], predict the reaction product. The product is: [CH3:13][C:10]1[CH:11]=[CH:12][C:7]2[N:8]([C:4]([CH2:3][S:26][C:22]3[S:21][CH:25]=[CH:24][CH:23]=3)=[C:5]([C:14]3[CH:19]=[CH:18][C:17]([CH3:20])=[CH:16][CH:15]=3)[N:6]=2)[CH:9]=1. (7) The product is: [CH2:27]([C:29]1[N:30]=[C:31]([CH2:58][CH2:59][CH3:60])[N:32]([CH2:43][C:44]2[CH:49]=[CH:48][C:47]([C:50]3[CH:55]=[CH:54][CH:53]=[CH:52][C:51]=3[C:56]3[NH:61][C:69](=[O:70])[O:71][N:57]=3)=[CH:46][CH:45]=2)[C:33](=[O:42])[C:34]=1[C:35]1[CH:40]=[CH:39][C:38]([O:7][CH:4]2[CH2:5][CH2:6][O:1][CH2:2][CH2:3]2)=[CH:37][CH:36]=1)[CH3:28]. Given the reactants [O:1]1[CH2:6][CH2:5][CH:4]([OH:7])[CH2:3][CH2:2]1.C1(P(C2C=CC=CC=2)C2C=CC=CC=2)C=CC=CC=1.[CH2:27]([C:29]1[N:30]=[C:31]([CH2:58][CH2:59][CH3:60])[N:32]([CH2:43][C:44]2[CH:49]=[CH:48][C:47]([C:50]3[C:51]([C:56]#[N:57])=[CH:52][CH:53]=[CH:54][CH:55]=3)=[CH:46][CH:45]=2)[C:33](=[O:42])[C:34]=1[C:35]1[CH:40]=[CH:39][C:38](O)=[CH:37][CH:36]=1)[CH3:28].[N:61]([C:69]([O:71]C(C)C)=[O:70])=[N:61][C:69]([O:71]C(C)C)=[O:70], predict the reaction product. (8) The product is: [CH:1]([C:4]1[CH:9]=[CH:8][C:7]([S:10]([NH:13][C:14]2[CH:15]=[C:16]3[O:23][CH2:22][CH:21]([NH:24][CH2:25][CH2:26][CH3:27])[CH2:20][C:17]3=[N:18][CH:19]=2)(=[O:12])=[O:11])=[CH:6][CH:5]=1)([CH3:3])[CH3:2]. Given the reactants [CH:1]([C:4]1[CH:9]=[CH:8][C:7]([S:10]([NH:13][C:14]2[CH:15]=[C:16]3[O:23][CH2:22][CH:21]([NH:24][C:25](=O)[CH2:26][CH3:27])[CH2:20][C:17]3=[N:18][CH:19]=2)(=[O:12])=[O:11])=[CH:6][CH:5]=1)([CH3:3])[CH3:2].B.C1COCC1, predict the reaction product.